From a dataset of Peptide-MHC class I binding affinity with 185,985 pairs from IEDB/IMGT. Regression. Given a peptide amino acid sequence and an MHC pseudo amino acid sequence, predict their binding affinity value. This is MHC class I binding data. (1) The peptide sequence is MQLPGGWLL. The MHC is HLA-A02:06 with pseudo-sequence HLA-A02:06. The binding affinity (normalized) is 1.00. (2) The peptide sequence is FSAWISHRP. The MHC is HLA-A02:01 with pseudo-sequence HLA-A02:01. The binding affinity (normalized) is 0.0251. (3) The peptide sequence is RLLPAALAC. The MHC is HLA-A02:01 with pseudo-sequence HLA-A02:01. The binding affinity (normalized) is 0.0828. (4) The peptide sequence is SHYSHNPKL. The MHC is HLA-A02:06 with pseudo-sequence HLA-A02:06. The binding affinity (normalized) is 0.0847.